This data is from Full USPTO retrosynthesis dataset with 1.9M reactions from patents (1976-2016). The task is: Predict the reactants needed to synthesize the given product. (1) Given the product [F:57][C:54]1[CH:55]=[CH:56][C:51]2[N:52]([CH:58]=[C:49]([C:47]([NH:46][C@H:43]3[CH2:42][CH2:41][C@@H:40]([N:30]4[C:31](=[O:39])[C:32]5[CH:37]=[C:36]([F:38])[CH:35]=[N:34][C:33]=5[N:28]([C:24]5[CH:23]=[C:22]([C:19]6[CH:20]=[CH:21][C:16]([CH2:15][N:12]7[CH2:13][CH2:14][NH:9][CH2:10][CH2:11]7)=[CH:17][C:18]=6[OH:60])[CH:27]=[CH:26][CH:25]=5)[C:29]4=[O:59])[CH2:45][CH2:44]3)=[O:48])[N:50]=2)[CH:53]=1, predict the reactants needed to synthesize it. The reactants are: Cl.C(OC([N:9]1[CH2:14][CH2:13][N:12]([CH2:15][C:16]2[CH:21]=[CH:20][C:19]([C:22]3[CH:27]=[CH:26][CH:25]=[C:24]([N:28]4[C:33]5[N:34]=[CH:35][C:36]([F:38])=[CH:37][C:32]=5[C:31](=[O:39])[N:30]([C@H:40]5[CH2:45][CH2:44][C@@H:43]([NH:46][C:47]([C:49]6[N:50]=[C:51]7[CH:56]=[CH:55][C:54]([F:57])=[CH:53][N:52]7[CH:58]=6)=[O:48])[CH2:42][CH2:41]5)[C:29]4=[O:59])[CH:23]=3)=[C:18]([OH:60])[CH:17]=2)[CH2:11][CH2:10]1)=O)(C)(C)C. (2) Given the product [CH2:1]([O:7][C:8]1[CH:15]=[CH:14][C:11]([CH:12]=[CH:24][C:23]([C:18]2[CH:19]=[CH:20][CH:21]=[CH:22][C:17]=2[OH:16])=[O:25])=[CH:10][CH:9]=1)[CH2:2][CH2:3][CH2:4][C:5]#[CH:6], predict the reactants needed to synthesize it. The reactants are: [CH2:1]([O:7][C:8]1[CH:15]=[CH:14][C:11]([CH:12]=O)=[CH:10][CH:9]=1)[CH2:2][CH2:3][CH2:4][C:5]#[CH:6].[OH:16][C:17]1[CH:22]=[CH:21][CH:20]=[CH:19][C:18]=1[C:23](=[O:25])[CH3:24]. (3) Given the product [Cl:8][C:6]1[N:5]=[C:4]([NH:16][C:14]2[CH:13]=[N:12][N:11]([CH3:10])[CH:15]=2)[N:3]=[C:2]([NH2:1])[CH:7]=1, predict the reactants needed to synthesize it. The reactants are: [NH2:1][C:2]1[CH:7]=[C:6]([Cl:8])[N:5]=[C:4](Cl)[N:3]=1.[CH3:10][N:11]1[CH:15]=[C:14]([NH2:16])[CH:13]=[N:12]1. (4) Given the product [CH2:12]([O:19][C:20]1[CH:29]=[CH:28][CH:27]=[C:26]2[C:21]=1[CH2:22][CH2:23][CH2:24][CH:25]2[C:30]([N:32]([CH2:33][C:34]1[CH:35]=[N:36][N:37]([CH2:10][CH2:9][O:8][CH2:7][CH2:6][O:5][CH2:1][CH2:2][CH2:3][CH3:4])[CH:38]=1)[C:39]1[CH:40]=[N:41][C:42]([CH:45]([CH3:47])[CH3:46])=[CH:43][CH:44]=1)=[O:31])[C:13]1[CH:14]=[CH:15][CH:16]=[CH:17][CH:18]=1, predict the reactants needed to synthesize it. The reactants are: [CH2:1]([O:5][CH2:6][CH2:7][O:8][CH2:9][CH2:10]O)[CH2:2][CH2:3][CH3:4].[CH2:12]([O:19][C:20]1[CH:29]=[CH:28][CH:27]=[C:26]2[C:21]=1[CH2:22][CH2:23][CH2:24][CH:25]2[C:30]([N:32]([C:39]1[CH:40]=[N:41][C:42]([CH:45]([CH3:47])[CH3:46])=[CH:43][CH:44]=1)[CH2:33][C:34]1[CH:35]=[N:36][NH:37][CH:38]=1)=[O:31])[C:13]1[CH:18]=[CH:17][CH:16]=[CH:15][CH:14]=1. (5) Given the product [C:17]1([C:2]2[N:7]=[C:6]([C:8]([OH:10])=[O:9])[CH:5]=[CH:4][CH:3]=2)[CH:22]=[CH:21][CH:20]=[CH:19][CH:18]=1, predict the reactants needed to synthesize it. The reactants are: Br[C:2]1[N:7]=[C:6]([C:8]([OH:10])=[O:9])[CH:5]=[CH:4][CH:3]=1.C([O-])([O-])=O.[Na+].[Na+].[C:17]1(B(O)O)[CH:22]=[CH:21][CH:20]=[CH:19][CH:18]=1.